From a dataset of Forward reaction prediction with 1.9M reactions from USPTO patents (1976-2016). Predict the product of the given reaction. (1) Given the reactants [S:1]([N:11]1[C:19]2[C:14](=[CH:15][CH:16]=[CH:17][CH:18]=2)[C:13]([CH2:20]O)=[CH:12]1)([C:4]1[CH:10]=[CH:9][C:7]([CH3:8])=[CH:6][CH:5]=1)(=[O:3])=[O:2].O=P(Cl)(Cl)[Cl:24], predict the reaction product. The product is: [Cl:24][CH2:20][C:13]1[C:14]2[C:19](=[CH:18][CH:17]=[CH:16][CH:15]=2)[N:11]([S:1]([C:4]2[CH:10]=[CH:9][C:7]([CH3:8])=[CH:6][CH:5]=2)(=[O:3])=[O:2])[CH:12]=1. (2) Given the reactants [NH:1]1[CH2:6][CH2:5][CH2:4][CH2:3][CH2:2]1.N1([C:13]2[CH:18]=[C:17]([C:19]3[CH:24]=[CH:23][CH:22]=[CH:21][N:20]=3)[N:16]=[C:15]([C:25]3[CH:30]=[CH:29][CH:28]=[CH:27][N:26]=3)[CH:14]=2)CCCCC1, predict the reaction product. The product is: [N:1]1([C:23]2[CH:22]=[CH:21][N:20]=[C:19]([C:17]3[CH:18]=[CH:13][CH:14]=[C:15]([C:25]4[CH:30]=[CH:29][CH:28]=[CH:27][N:26]=4)[N:16]=3)[CH:24]=2)[CH2:6][CH2:5][CH2:4][CH2:3][CH2:2]1. (3) Given the reactants Cl[C:2]1N=NC(NC)=C(C2C=CC=CC=2C)C=1.[Cl:17][C:18]1[N:23]=[N:22][C:21]([N:24]([CH3:41])[C:25](=[O:40])[C:26]2[CH:31]=[C:30]([C:32]([F:35])([F:34])[F:33])[CH:29]=[C:28]([S:36]([CH3:39])(=[O:38])=[O:37])[CH:27]=2)=[C:20]([C:42]2[CH:47]=[CH:46][C:45](F)=[CH:44][C:43]=2OC)[CH:19]=1, predict the reaction product. The product is: [Cl:17][C:18]1[N:23]=[N:22][C:21]([N:24]([CH3:41])[C:25](=[O:40])[C:26]2[CH:31]=[C:30]([C:32]([F:35])([F:34])[F:33])[CH:29]=[C:28]([S:36]([CH3:39])(=[O:37])=[O:38])[CH:27]=2)=[C:20]([C:42]2[CH:47]=[CH:46][CH:45]=[CH:44][C:43]=2[CH3:2])[CH:19]=1. (4) Given the reactants [NH2:1][C:2]1[C:7]([C:8]([O:10][CH3:11])=[O:9])=[C:6]([F:12])[C:5]([C:13]2[C:14]([CH3:19])=[N:15][O:16][C:17]=2[CH3:18])=[CH:4][CH:3]=1.F[B-](F)(F)F.O=[N+:26]=O.[OH-].[Na+], predict the reaction product. The product is: [CH3:11][O:10][C:8](=[O:9])[C:7]1[C:6]([F:12])=[C:5]([C:13]2[C:14]([CH3:19])=[N:15][O:16][C:17]=2[CH3:18])[CH:4]=[C:3]([NH2:26])[C:2]=1[NH2:1]. (5) Given the reactants [Cl:1]N1C(=O)CCC1=O.[Cl:9][C:10]1[N:11]=[CH:12][C:13]([N:16]2[CH2:21][CH2:20][CH:19]([N:22]3[CH2:26][CH2:25][C@H:24]([NH:27][C:28]4[CH:29]=[N:30][C:31]([S:34]([CH3:37])(=[O:36])=[O:35])=[CH:32][CH:33]=4)[C:23]3=[O:38])[CH2:18][CH2:17]2)=[N:14][CH:15]=1, predict the reaction product. The product is: [Cl:1][C:12]1[C:13]([N:16]2[CH2:17][CH2:18][CH:19]([N:22]3[CH2:26][CH2:25][C@H:24]([NH:27][C:28]4[CH:29]=[N:30][C:31]([S:34]([CH3:37])(=[O:36])=[O:35])=[CH:32][CH:33]=4)[C:23]3=[O:38])[CH2:20][CH2:21]2)=[N:14][CH:15]=[C:10]([Cl:9])[N:11]=1.